This data is from Forward reaction prediction with 1.9M reactions from USPTO patents (1976-2016). The task is: Predict the product of the given reaction. Given the reactants Cl[C:2]1[C:3]([N+:8]([O-:10])=[O:9])=[N:4][CH:5]=[CH:6][CH:7]=1.[C:11]1([SH:17])[CH:16]=[CH:15][CH:14]=[CH:13][CH:12]=1.C(=O)([O-])[O-].[Cs+].[Cs+], predict the reaction product. The product is: [N+:8]([C:3]1[C:2]([S:17][C:11]2[CH:16]=[CH:15][CH:14]=[CH:13][CH:12]=2)=[CH:7][CH:6]=[CH:5][N:4]=1)([O-:10])=[O:9].